Dataset: Reaction yield outcomes from USPTO patents with 853,638 reactions. Task: Predict the reaction yield, written as a fraction of the theoretical maximum amount of product (1.0 means a 100% yield; for example, 0.34 means a 34% yield). (1) The reactants are [C:1]([CH2:3][CH2:4][C:5]1[N:10]=[C:9]([C:11]#[N:12])[CH:8]=[CH:7][CH:6]=1)#[N:2].[C:13](OC)(=[O:21])[C:14]1[C:15](=[CH:17][CH:18]=[CH:19][CH:20]=1)[SH:16].C(N(CC)CC)C. The catalyst is C1(C)C=CC=CC=1. The product is [O:21]=[C:13]1[C:14]2[CH:20]=[CH:19][CH:18]=[CH:17][C:15]=2[S:16][C:11]([C:9]2[N:10]=[C:5]([CH2:4][CH2:3][C:1]#[N:2])[CH:6]=[CH:7][CH:8]=2)=[N:12]1. The yield is 0.540. (2) The reactants are [CH3:1][C:2]1[C:7]([CH3:8])=[CH:6][CH:5]=[CH:4][C:3]=1[C:9]1[CH:14]=[CH:13][CH:12]=[CH:11][C:10]=1[CH:15]=[CH:16][C:17](O)=[O:18].[CH:20]([NH:23][NH:24][C:25](=[O:32])[C:26]1[CH:31]=[CH:30][CH:29]=[CH:28][CH:27]=1)([CH3:22])[CH3:21].C(N(CC)CC)C.C1C=CC2N(O)N=NC=2C=1.CCN=C=NCCCN(C)C. The catalyst is CN(C=O)C. The product is [CH3:1][C:2]1[C:7]([CH3:8])=[CH:6][CH:5]=[CH:4][C:3]=1[C:9]1[CH:14]=[CH:13][CH:12]=[CH:11][C:10]=1[CH:15]=[CH:16][C:17]([N:23]([CH:20]([CH3:22])[CH3:21])[NH:24][C:25](=[O:32])[C:26]1[CH:27]=[CH:28][CH:29]=[CH:30][CH:31]=1)=[O:18]. The yield is 0.180. (3) The yield is 0.127. The reactants are C(OC(N1CC[N:11]([CH2:14][C:15]2[C:16](=[O:38])[N:17]([CH2:29][C:30]3[C:35]([Cl:36])=[CH:34][CH:33]=[CH:32][C:31]=3[Cl:37])[N:18]=[C:19]([C:21]3[CH:26]=[CH:25][C:24]([F:27])=[C:23]([CH3:28])[CH:22]=3)[CH:20]=2)CC1)=O)(C)(C)C.ClC1C=CC=C(Cl)C=1CN1C(=O)C(COS(C)(=O)=O)=CC(C2C=CC(F)=C(C)C=2)=N1.ClC1C=CC=C(Cl)C=1CN1C(=O)C(CN2CCNCC2)=CC(C2C=CC(F)=C(C)C=2)=N1. No catalyst specified. The product is [NH2:11][CH2:14][C:15]1[C:16](=[O:38])[N:17]([CH2:29][C:30]2[C:35]([Cl:36])=[CH:34][CH:33]=[CH:32][C:31]=2[Cl:37])[N:18]=[C:19]([C:21]2[CH:26]=[CH:25][C:24]([F:27])=[C:23]([CH3:28])[CH:22]=2)[CH:20]=1. (4) The reactants are C(OC(=O)[NH:10][CH2:11][CH2:12][CH2:13][CH2:14][C:15]1[CH:20]=[CH:19][C:18]([O:21][CH2:22][C:23](=[O:29])[NH:24][CH2:25][C:26](=[O:28])[NH2:27])=[CH:17][CH:16]=1)C1C=CC=CC=1. The catalyst is CCO.C1COCC1. The product is [NH2:10][CH2:11][CH2:12][CH2:13][CH2:14][C:15]1[CH:20]=[CH:19][C:18]([O:21][CH2:22][C:23]([NH:24][CH2:25][C:26](=[O:28])[NH2:27])=[O:29])=[CH:17][CH:16]=1. The yield is 0.910. (5) The reactants are [C:1]([O:4][CH:5]1[C:6]([OH:45])([CH3:44])[CH2:7][CH2:8][CH:9]([O:36][Si:37]([CH2:42][CH3:43])([CH2:40][CH3:41])[CH2:38][CH3:39])[CH2:10][C:11]([O:13][CH:14](/[C:19](/[CH3:35])=[CH:20]/[CH:21]=[CH:22]/[CH:23]([CH3:34])[CH2:24][CH:25]2[O:33][CH:26]2[CH:27]([CH3:32])[CH:28]([OH:31])[CH2:29][CH3:30])[CH:15]([CH3:18])[CH:16]=[CH:17]1)=[O:12])(=[O:3])[CH3:2].[C:46](Cl)(=[O:53])[C:47]1[CH:52]=[CH:51][CH:50]=[CH:49][CH:48]=1. The catalyst is C(Cl)Cl.CN(C)C1C=CN=CC=1.C(OCC)(=O)C. The product is [C:1]([O:4][CH:5]1[C:6]([OH:45])([CH3:44])[CH2:7][CH2:8][CH:9]([O:36][Si:37]([CH2:42][CH3:43])([CH2:38][CH3:39])[CH2:40][CH3:41])[CH2:10][C:11]([O:13][CH:14](/[C:19](/[CH3:35])=[CH:20]/[CH:21]=[CH:22]/[CH:23]([CH3:34])[CH2:24][CH:25]2[O:33][CH:26]2[CH:27]([CH3:32])[CH:28]([O:31][C:46](=[O:53])[C:47]2[CH:52]=[CH:51][CH:50]=[CH:49][CH:48]=2)[CH2:29][CH3:30])[CH:15]([CH3:18])[CH:16]=[CH:17]1)=[O:12])(=[O:3])[CH3:2]. The yield is 0.910. (6) The reactants are [OH:1][C:2]1[CH:23]=[CH:22][C:5]([CH2:6][NH:7][C:8]([C:10]2([NH:13][C:14]([C:16]3[CH:17]=[N:18][CH:19]=[N:20][CH:21]=3)=[O:15])[CH2:12][CH2:11]2)=[O:9])=[CH:4][CH:3]=1.F[C:25]1[CH:32]=[CH:31][C:28]([C:29]#[N:30])=[CH:27][C:26]=1[C:33]([F:36])([F:35])[F:34].C(=O)([O-])[O-].[K+].[K+]. The catalyst is CN(C=O)C.CC(C)=O. The product is [C:29]([C:28]1[CH:31]=[CH:32][C:25]([O:1][C:2]2[CH:23]=[CH:22][C:5]([CH2:6][NH:7][C:8]([C:10]3([NH:13][C:14]([C:16]4[CH:21]=[N:20][CH:19]=[N:18][CH:17]=4)=[O:15])[CH2:12][CH2:11]3)=[O:9])=[CH:4][CH:3]=2)=[C:26]([C:33]([F:34])([F:35])[F:36])[CH:27]=1)#[N:30]. The yield is 0.820. (7) The reactants are FC(F)(F)C(O)=O.CC(OC([N:15]1[CH2:22][C:21]2[O:20][C:19]([CH2:23][O:24][C:25]3[CH:30]=[CH:29][CH:28]=[CH:27][CH:26]=3)=[N:18][C:17]=2[CH2:16]1)=O)(C)C. The catalyst is C(Cl)Cl.C([O-])([O-])=O.[Na+].[Na+]. The product is [O:24]([CH2:23][C:19]1[O:20][C:21]2[CH2:22][NH:15][CH2:16][C:17]=2[N:18]=1)[C:25]1[CH:30]=[CH:29][CH:28]=[CH:27][CH:26]=1. The yield is 0.530.